This data is from Full USPTO retrosynthesis dataset with 1.9M reactions from patents (1976-2016). The task is: Predict the reactants needed to synthesize the given product. (1) Given the product [NH2:15][C:16]1[C:21]2=[C:22]([C:35](=[S:2])[NH2:36])[CH:23]=[C:24]([C@@H:25]3[O:31][C@H:30]([CH2:32][OH:33])[C@@H:28]([OH:29])[C@@:26]3([CH3:34])[OH:27])[N:20]2[N:19]=[CH:18][N:17]=1, predict the reactants needed to synthesize it. The reactants are: P12(SP3(SP(SP(S3)(S1)=S)(=S)S2)=S)=[S:2].[NH2:15][C:16]1[C:21]2=[C:22]([C:35]#[N:36])[CH:23]=[C:24]([C@@H:25]3[O:31][C@H:30]([CH2:32][OH:33])[C@@H:28]([OH:29])[C@@:26]3([CH3:34])[OH:27])[N:20]2[N:19]=[CH:18][N:17]=1.O. (2) Given the product [CH2:6]([O:8][C:9](=[O:30])[N:10]([C:19]1[CH:24]=[C:23]([C:2]2[S:1][CH:5]=[CH:4][N:3]=2)[N:22]=[C:21]([NH2:26])[C:20]=1[N+:27]([O-:29])=[O:28])[CH2:11][C:12]1[CH:13]=[N:14][C:15]([CH3:18])=[CH:16][CH:17]=1)[CH3:7], predict the reactants needed to synthesize it. The reactants are: [S:1]1[CH:5]=[CH:4][N:3]=[CH:2]1.[CH2:6]([O:8][C:9](=[O:30])[N:10]([C:19]1[CH:24]=[C:23](Br)[N:22]=[C:21]([NH2:26])[C:20]=1[N+:27]([O-:29])=[O:28])[CH2:11][C:12]1[CH:13]=[N:14][C:15]([CH3:18])=[CH:16][CH:17]=1)[CH3:7].